Dataset: Forward reaction prediction with 1.9M reactions from USPTO patents (1976-2016). Task: Predict the product of the given reaction. (1) Given the reactants [F:1][C:2]([F:20])([F:19])[C:3]1[CH:8]=[CH:7][C:6]([NH:9][C:10]2[C:15]([C:16]([OH:18])=O)=[CH:14][N:13]=[CH:12][N:11]=2)=[CH:5][CH:4]=1.CCN=C=NCCCN(C)C.C1C=CC2N(O)N=NC=2C=1.CCN(C(C)C)C(C)C.[CH3:51][C:52]([NH2:56])([C:54]#[CH:55])[CH3:53], predict the reaction product. The product is: [CH3:51][C:52]([NH:56][C:16]([C:15]1[C:10]([NH:9][C:6]2[CH:5]=[CH:4][C:3]([C:2]([F:1])([F:20])[F:19])=[CH:8][CH:7]=2)=[N:11][CH:12]=[N:13][CH:14]=1)=[O:18])([C:54]#[CH:55])[CH3:53]. (2) Given the reactants [Cl:8][C:7]([Cl:10])([Cl:9])[C:6](O[C:6](=[O:11])[C:7]([Cl:10])([Cl:9])[Cl:8])=[O:11].[NH2:14][C:15]1[N:20]=[C:19]([NH:21][C:22]2[CH:27]=[CH:26][CH:25]=[CH:24][CH:23]=2)[N:18]=[C:17](/[C:28](=[N:30]/O)/[NH2:29])[N:16]=1.N1C=CC=CC=1, predict the reaction product. The product is: [C:22]1([NH:21][C:19]2[N:20]=[C:15]([NH2:14])[N:16]=[C:17]([C:28]3[N:29]=[C:6]([C:7]([Cl:8])([Cl:9])[Cl:10])[O:11][N:30]=3)[N:18]=2)[CH:23]=[CH:24][CH:25]=[CH:26][CH:27]=1. (3) Given the reactants [Br:1][C:2]1[CH:7]=[CH:6][C:5]([CH2:8][C:9](=O)[CH3:10])=[CH:4][CH:3]=1.[CH:12]12[NH:19][CH:16]([CH2:17][CH2:18]1)[CH2:15][O:14][CH2:13]2.C([O-])(O)=O.[Na+].C(Cl)(Cl)Cl, predict the reaction product. The product is: [Br:1][C:2]1[CH:7]=[CH:6][C:5]([CH2:8][CH:9]([N:19]2[CH:12]3[CH2:18][CH2:17][CH:16]2[CH2:15][O:14][CH2:13]3)[CH3:10])=[CH:4][CH:3]=1. (4) Given the reactants [F:1][C:2]([F:28])([F:27])[CH:3]1[CH2:8][CH2:7][CH:6]([O:9][C:10](=[O:26])[N:11]([C@H:13]2[C@H:17]([C:18]3[CH:23]=[CH:22][C:21]([Cl:24])=[C:20]([Cl:25])[CH:19]=3)[CH2:16][NH:15][CH2:14]2)[CH3:12])[CH2:5][CH2:4]1.[CH3:29][C:30]1[N:35]=[N:34][C:33]([N:36]2[CH2:41][CH2:40][CH:39]([C:42](O)=[O:43])[CH2:38][CH2:37]2)=[CH:32][CH:31]=1, predict the reaction product. The product is: [F:28][C:2]([F:1])([F:27])[CH:3]1[CH2:8][CH2:7][CH:6]([O:9][C:10](=[O:26])[N:11]([C@H:13]2[C@H:17]([C:18]3[CH:23]=[CH:22][C:21]([Cl:24])=[C:20]([Cl:25])[CH:19]=3)[CH2:16][N:15]([C:42]([CH:39]3[CH2:38][CH2:37][N:36]([C:33]4[N:34]=[N:35][C:30]([CH3:29])=[CH:31][CH:32]=4)[CH2:41][CH2:40]3)=[O:43])[CH2:14]2)[CH3:12])[CH2:5][CH2:4]1. (5) Given the reactants C1C2C(O[C:15](=O)[N:16]([C@@H:19]([C:26]3[CH:31]=[CH:30][CH:29]=[C:28]([S:32](=[O:57])(=[O:56])[NH:33][CH2:34][CH2:35][O:36][CH2:37][CH2:38][O:39][CH2:40][CH2:41][O:42][CH2:43][CH2:44][O:45][CH2:46][CH2:47][O:48][CH2:49][CH2:50][O:51][CH2:52][CH2:53][O:54][CH3:55])[CH:27]=3)[CH2:20][N:21]3[CH2:25][CH2:24][CH2:23][CH2:22]3)CC)C3C(=CC=CC=3)C=2C=CC=1, predict the reaction product. The product is: [CH3:55][O:54][CH2:53][CH2:52][O:51][CH2:50][CH2:49][O:48][CH2:47][CH2:46][O:45][CH2:44][CH2:43][O:42][CH2:41][CH2:40][O:39][CH2:38][CH2:37][O:36][CH2:35][CH2:34][NH:33][S:32]([C:28]1[CH:29]=[CH:30][CH:31]=[C:26]([C@H:19]([NH:16][CH3:15])[CH2:20][N:21]2[CH2:22][CH2:23][CH2:24][CH2:25]2)[CH:27]=1)(=[O:57])=[O:56].